Task: Regression. Given a peptide amino acid sequence and an MHC pseudo amino acid sequence, predict their binding affinity value. This is MHC class II binding data.. Dataset: Peptide-MHC class II binding affinity with 134,281 pairs from IEDB The peptide sequence is IITPTNVSHIQSAVV. The MHC is HLA-DQA10501-DQB10301 with pseudo-sequence HLA-DQA10501-DQB10301. The binding affinity (normalized) is 0.535.